From a dataset of Forward reaction prediction with 1.9M reactions from USPTO patents (1976-2016). Predict the product of the given reaction. (1) Given the reactants [C:1]1([CH3:24])[CH:6]=[CH:5][C:4]([N:7]([C:17]2[CH:22]=[CH:21][C:20]([CH3:23])=[CH:19][CH:18]=2)[C:8]2[CH:13]=[CH:12][C:11](B(O)O)=[CH:10][CH:9]=2)=[CH:3][CH:2]=1.I[C:26]1[CH:31]=[CH:30][C:29]([Br:32])=[CH:28][N:27]=1.C([O-])([O-])=O.[K+].[K+], predict the reaction product. The product is: [Br:32][C:29]1[CH:30]=[CH:31][C:26]([C:11]2[CH:12]=[CH:13][C:8]([N:7]([C:4]3[CH:3]=[CH:2][C:1]([CH3:24])=[CH:6][CH:5]=3)[C:17]3[CH:18]=[CH:19][C:20]([CH3:23])=[CH:21][CH:22]=3)=[CH:9][CH:10]=2)=[N:27][CH:28]=1. (2) Given the reactants CN(C)C=O.[N:6]1[CH:11]=[CH:10][CH:9]=[CH:8][C:7]=1[S:12]([CH:15]([NH:27][CH2:28][C:29]1[CH:34]=[CH:33][C:32]([C:35]2[S:36][CH:37]=[CH:38][N:39]=2)=[CH:31][CH:30]=1)[C:16]1[N:21]=[C:20]([NH:22][CH2:23][C:24]([OH:26])=[O:25])[CH:19]=[CH:18][CH:17]=1)(=[O:14])=[O:13].C(=O)([O-])[O-].[K+].[K+].[C:46]([O:52][CH2:53]Cl)(=[O:51])[C:47]([CH3:50])([CH3:49])[CH3:48], predict the reaction product. The product is: [C:46]([O:52][CH2:53][O:25][C:24](=[O:26])[CH2:23][NH:22][C:20]1[CH:19]=[CH:18][CH:17]=[C:16]([CH:15]([S:12]([C:7]2[CH:8]=[CH:9][CH:10]=[CH:11][N:6]=2)(=[O:14])=[O:13])[NH:27][CH2:28][C:29]2[CH:34]=[CH:33][C:32]([C:35]3[S:36][CH:37]=[CH:38][N:39]=3)=[CH:31][CH:30]=2)[N:21]=1)(=[O:51])[C:47]([CH3:50])([CH3:49])[CH3:48]. (3) Given the reactants C([O-])([O-])=O.[K+].[K+].[O:7]=[C:8]1[CH:13]=[C:12]([NH:14][C:15](=[O:23])[CH2:16][C:17]2[CH:22]=[CH:21][CH:20]=[CH:19][CH:18]=2)[CH:11]=[CH:10][NH:9]1.[Br:24][CH2:25][CH2:26][CH2:27][CH2:28]Br, predict the reaction product. The product is: [Br:24][CH2:25][CH2:26][CH2:27][CH2:28][N:9]1[CH:10]=[CH:11][C:12]([NH:14][C:15](=[O:23])[CH2:16][C:17]2[CH:18]=[CH:19][CH:20]=[CH:21][CH:22]=2)=[CH:13][C:8]1=[O:7]. (4) Given the reactants [OH:1][B:2]1[C@@H:7]([NH:8][C:9](=[O:15])[CH2:10][CH2:11][C:12](=[O:14])[CH3:13])[CH2:6][C:5]2[CH:16]=[CH:17][CH:18]=[C:19]([C:20]([OH:22])=[O:21])[C:4]=2[O:3]1.Cl.Cl.O1CCOCC1.[CH2:31](O)[CH2:32][CH2:33][CH3:34], predict the reaction product. The product is: [CH2:31]([O:21][C:20]([C:19]1[C:4]2[O:3][B:2]([OH:1])[C@@H:7]([NH:8][C:9](=[O:15])[CH2:10][CH2:11][C:12](=[O:14])[CH3:13])[CH2:6][C:5]=2[CH:16]=[CH:17][CH:18]=1)=[O:22])[CH2:32][CH2:33][CH3:34]. (5) Given the reactants Br[C:2]1[C:3]([CH3:23])=[N:4][N:5]([CH2:14][C:15]2[CH:16]=[CH:17][C:18]([O:21][CH3:22])=[N:19][CH:20]=2)[C:6]=1[C:7]1[CH:12]=[CH:11][C:10]([F:13])=[CH:9][CH:8]=1.CC1(C)C(C)(C)OB([C:32]2[CH:33]=[CH:34][C:35]3[O:40][CH2:39][C:38](=[O:41])[NH:37][C:36]=3[CH:42]=2)O1.C(=O)([O-])[O-].[Cs+].[Cs+], predict the reaction product. The product is: [F:13][C:10]1[CH:11]=[CH:12][C:7]([C:6]2[N:5]([CH2:14][C:15]3[CH:20]=[N:19][C:18]([O:21][CH3:22])=[CH:17][CH:16]=3)[N:4]=[C:3]([CH3:23])[C:2]=2[C:32]2[CH:33]=[CH:34][C:35]3[O:40][CH2:39][C:38](=[O:41])[NH:37][C:36]=3[CH:42]=2)=[CH:8][CH:9]=1. (6) Given the reactants [F:1][C:2]1[CH:3]=[CH:4][C:5]([C:11]2[C:12]([C:40]3[CH:45]=[CH:44][N:43]=[CH:42][CH:41]=3)=[N:13][N:14]3[C:19]([C:20]4[CH:25]=[CH:24][C:23]([N:26]5[CH2:31][C@@H:30]6[CH2:32][C@H:27]5[CH2:28][N:29]6C(OC(C)(C)C)=O)=[CH:22][CH:21]=4)=[CH:18][CH:17]=[N:16][C:15]=23)=[C:6]2[C:10]=1[NH:9][N:8]=[CH:7]2, predict the reaction product. The product is: [CH:27]12[CH2:32][CH:30]([NH:29][CH2:28]1)[CH2:31][N:26]2[C:23]1[CH:24]=[CH:25][C:20]([C:19]2[N:14]3[N:13]=[C:12]([C:40]4[CH:41]=[CH:42][N:43]=[CH:44][CH:45]=4)[C:11]([C:5]4[CH:4]=[CH:3][C:2]([F:1])=[C:10]5[C:6]=4[CH:7]=[N:8][NH:9]5)=[C:15]3[N:16]=[CH:17][CH:18]=2)=[CH:21][CH:22]=1.